Binary Classification. Given a drug SMILES string, predict its activity (active/inactive) in a high-throughput screening assay against a specified biological target. From a dataset of Orexin1 receptor HTS with 218,158 compounds and 233 confirmed actives. (1) The compound is S1C(N(c2ccccc2)CC(O)=O)C(=O)NC1=O. The result is 0 (inactive). (2) The molecule is O=C1N(C(CC)C(O)=O)C(=O)c2c1cccc2. The result is 0 (inactive). (3) The molecule is Fc1ccc(Cn2nnc3c2ncn(CC(=O)Nc2cc4OCCOc4cc2)c3=O)cc1. The result is 0 (inactive). (4) The drug is O(C1(C(=O)C=2C(=CC1=O)C=C(OC2)/C=C\COC)C)C(=O)c1nc2c(nc1)cccc2. The result is 0 (inactive). (5) The compound is Fc1ccc(C(=O)N2CCN(CC2)c2ncccn2)cc1. The result is 0 (inactive). (6) The molecule is s1cc(nc1NC(=O)CSCC(O)=O)c1c2c([nH]c1C)cccc2. The result is 0 (inactive). (7) The drug is s1c(c(nc1c1ccccc1)C)C(=O)NNC(=O)/C(C)=C\C. The result is 0 (inactive). (8) The compound is o1c(C2NC(=O)N(C(=C2C(OC)=O)C)CCOC)ccc1. The result is 0 (inactive). (9) The compound is O(C(=O)N1CCC(NC(=O)Cn2nc(ccc2=O)c2ccccc2)CC1)CC. The result is 0 (inactive). (10) The drug is O(c1nc(NC(C)C)nc(NCC)n1)c1ccc(cc1)/C=N\O. The result is 0 (inactive).